From a dataset of NCI-60 drug combinations with 297,098 pairs across 59 cell lines. Regression. Given two drug SMILES strings and cell line genomic features, predict the synergy score measuring deviation from expected non-interaction effect. (1) Drug 1: C1=NC2=C(N=C(N=C2N1C3C(C(C(O3)CO)O)F)Cl)N. Drug 2: CCN(CC)CCNC(=O)C1=C(NC(=C1C)C=C2C3=C(C=CC(=C3)F)NC2=O)C. Cell line: SR. Synergy scores: CSS=0.458, Synergy_ZIP=-1.96, Synergy_Bliss=-3.28, Synergy_Loewe=-4.64, Synergy_HSA=-5.29. (2) Drug 1: C1=CC(=CC=C1C#N)C(C2=CC=C(C=C2)C#N)N3C=NC=N3. Drug 2: C1CN(P(=O)(OC1)NCCCl)CCCl. Cell line: MDA-MB-435. Synergy scores: CSS=-3.93, Synergy_ZIP=0.447, Synergy_Bliss=-2.96, Synergy_Loewe=-4.02, Synergy_HSA=-5.23. (3) Drug 1: CC(CN1CC(=O)NC(=O)C1)N2CC(=O)NC(=O)C2. Drug 2: C(=O)(N)NO. Cell line: U251. Synergy scores: CSS=32.9, Synergy_ZIP=-9.12, Synergy_Bliss=-1.67, Synergy_Loewe=0.542, Synergy_HSA=1.48. (4) Cell line: OVCAR3. Synergy scores: CSS=5.84, Synergy_ZIP=1.24, Synergy_Bliss=5.38, Synergy_Loewe=-12.4, Synergy_HSA=-2.70. Drug 1: C1C(C(OC1N2C=NC3=C(N=C(N=C32)Cl)N)CO)O. Drug 2: CN1C2=C(C=C(C=C2)N(CCCl)CCCl)N=C1CCCC(=O)O.Cl. (5) Drug 1: CC1OCC2C(O1)C(C(C(O2)OC3C4COC(=O)C4C(C5=CC6=C(C=C35)OCO6)C7=CC(=C(C(=C7)OC)O)OC)O)O. Drug 2: C1CN(CCN1C(=O)CCBr)C(=O)CCBr. Cell line: HCC-2998. Synergy scores: CSS=15.4, Synergy_ZIP=-3.65, Synergy_Bliss=-4.48, Synergy_Loewe=-4.40, Synergy_HSA=-1.25. (6) Drug 1: CCC1(C2=C(COC1=O)C(=O)N3CC4=CC5=C(C=CC(=C5CN(C)C)O)N=C4C3=C2)O.Cl. Drug 2: N.N.Cl[Pt+2]Cl. Cell line: U251. Synergy scores: CSS=66.9, Synergy_ZIP=-2.32, Synergy_Bliss=-2.47, Synergy_Loewe=1.96, Synergy_HSA=4.43. (7) Drug 1: C1CCC(CC1)NC(=O)N(CCCl)N=O. Drug 2: C1CCC(C(C1)N)N.C(=O)(C(=O)[O-])[O-].[Pt+4]. Cell line: SR. Synergy scores: CSS=63.6, Synergy_ZIP=-4.41, Synergy_Bliss=-8.08, Synergy_Loewe=-8.30, Synergy_HSA=-4.84. (8) Drug 1: CN(C)N=NC1=C(NC=N1)C(=O)N. Drug 2: CN(CC1=CN=C2C(=N1)C(=NC(=N2)N)N)C3=CC=C(C=C3)C(=O)NC(CCC(=O)O)C(=O)O. Cell line: SK-MEL-5. Synergy scores: CSS=26.5, Synergy_ZIP=-2.84, Synergy_Bliss=1.84, Synergy_Loewe=-23.1, Synergy_HSA=-0.291.